From a dataset of Forward reaction prediction with 1.9M reactions from USPTO patents (1976-2016). Predict the product of the given reaction. (1) Given the reactants [F:1][C:2]1[CH:9]=[CH:8][CH:7]=[C:6]([O:10][CH3:11])[C:3]=1[CH:4]=O.Cl.[NH2:13][OH:14].[OH-].[Na+].Cl, predict the reaction product. The product is: [F:1][C:2]1[CH:9]=[CH:8][CH:7]=[C:6]([O:10][CH3:11])[C:3]=1[CH:4]=[N:13][OH:14]. (2) Given the reactants [CH2:1]([O:3][C:4](=[O:31])[CH:5]([N:17]=C(C1C=CC=CC=1)C1C=CC=CC=1)[CH2:6][C:7]1[CH:12]=[CH:11][CH:10]=[C:9]([O:13][CH:14]([F:16])[F:15])[CH:8]=1)[CH3:2].C(O)(=O)CC(CC(O)=O)(C(O)=O)O, predict the reaction product. The product is: [CH2:1]([O:3][C:4](=[O:31])[CH:5]([NH2:17])[CH2:6][C:7]1[CH:12]=[CH:11][CH:10]=[C:9]([O:13][CH:14]([F:16])[F:15])[CH:8]=1)[CH3:2]. (3) Given the reactants Cl.[CH3:2][O:3][C:4]1[CH:9]=[CH:8][C:7]([NH:10][NH2:11])=[CH:6][CH:5]=1.C(N(CC)CC)C.C(O[CH:22]=[C:23]([C:26]#[N:27])[C:24]#[N:25])C, predict the reaction product. The product is: [NH2:27][C:26]1[N:10]([C:7]2[CH:8]=[CH:9][C:4]([O:3][CH3:2])=[CH:5][CH:6]=2)[N:11]=[CH:22][C:23]=1[C:24]#[N:25].